The task is: Regression. Given a peptide amino acid sequence and an MHC pseudo amino acid sequence, predict their binding affinity value. This is MHC class II binding data.. This data is from Peptide-MHC class II binding affinity with 134,281 pairs from IEDB. (1) The peptide sequence is THSWEYWGAQLNAMK. The MHC is DRB1_0802 with pseudo-sequence DRB1_0802. The binding affinity (normalized) is 0.0688. (2) The peptide sequence is EKKYFAATQFEPLAC. The MHC is HLA-DQA10501-DQB10201 with pseudo-sequence HLA-DQA10501-DQB10201. The binding affinity (normalized) is 0.642. (3) The MHC is HLA-DQA10102-DQB10501 with pseudo-sequence HLA-DQA10102-DQB10501. The binding affinity (normalized) is 0.527. The peptide sequence is GGVFHTMWHVTRGAF. (4) The peptide sequence is REYPTIKQKKPDFIL. The MHC is HLA-DQA10303-DQB10402 with pseudo-sequence HLA-DQA10303-DQB10402. The binding affinity (normalized) is 0.